Dataset: TCR-epitope binding with 47,182 pairs between 192 epitopes and 23,139 TCRs. Task: Binary Classification. Given a T-cell receptor sequence (or CDR3 region) and an epitope sequence, predict whether binding occurs between them. (1) The epitope is WICLLQFAY. The TCR CDR3 sequence is CASSYAQGNEQFF. Result: 0 (the TCR does not bind to the epitope). (2) The epitope is SSTFNVPMEKLK. The TCR CDR3 sequence is CASSLGDFLRTDTQYF. Result: 0 (the TCR does not bind to the epitope). (3) The epitope is GLNKIVRMY. The TCR CDR3 sequence is CASSLSTSGDNEQFF. Result: 0 (the TCR does not bind to the epitope). (4) The epitope is VLWAHGFEL. The TCR CDR3 sequence is CASSLLGGNPTQYF. Result: 0 (the TCR does not bind to the epitope).